Dataset: Forward reaction prediction with 1.9M reactions from USPTO patents (1976-2016). Task: Predict the product of the given reaction. (1) Given the reactants [Br:1][C:2]1[CH:3]=[CH:4][C:5]2[NH:9][S:8](=[O:11])(=[O:10])[N:7]([CH3:12])[C:6]=2[CH:13]=1.CN1[C:19](=O)[CH2:18][CH2:17][CH2:16]1.C(=O)([O-])[O-].[Cs+].[Cs+].BrCC1CC1, predict the reaction product. The product is: [Br:1][C:2]1[CH:3]=[CH:4][C:5]2[N:9]([CH2:16][CH:17]3[CH2:19][CH2:18]3)[S:8](=[O:11])(=[O:10])[N:7]([CH3:12])[C:6]=2[CH:13]=1. (2) Given the reactants [Si:1]([O:8][CH:9]([C:33]([CH3:36])([CH3:35])[CH3:34])[CH2:10][O:11][C:12]1[CH:17]=[CH:16][C:15]([C:18]([C:23]2[CH:28]=[CH:27][C:26]([CH2:29][OH:30])=[C:25]([CH3:31])[CH:24]=2)([CH2:21][CH3:22])[CH2:19][CH3:20])=[CH:14][C:13]=1[CH3:32])([C:4]([CH3:7])([CH3:6])[CH3:5])([CH3:3])[CH3:2].C[N+]1([O-])CCOCC1, predict the reaction product. The product is: [Si:1]([O:8][CH:9]([C:33]([CH3:34])([CH3:35])[CH3:36])[CH2:10][O:11][C:12]1[CH:17]=[CH:16][C:15]([C:18]([C:23]2[CH:28]=[CH:27][C:26]([CH:29]=[O:30])=[C:25]([CH3:31])[CH:24]=2)([CH2:19][CH3:20])[CH2:21][CH3:22])=[CH:14][C:13]=1[CH3:32])([C:4]([CH3:5])([CH3:7])[CH3:6])([CH3:2])[CH3:3]. (3) Given the reactants [NH2:1][C:2]1[C:10]([F:11])=[C:9]2[C:5]([C:6]([CH3:15])([CH3:14])[C:7](=[O:13])[N:8]2[CH3:12])=[CH:4][CH:3]=1.[CH3:16][C:17]1[CH:25]=[CH:24][C:20]([C:21](O)=[O:22])=[CH:19][N:18]=1, predict the reaction product. The product is: [F:11][C:10]1[C:2]([NH:1][C:21](=[O:22])[C:20]2[CH:24]=[CH:25][C:17]([CH3:16])=[N:18][CH:19]=2)=[CH:3][CH:4]=[C:5]2[C:9]=1[N:8]([CH3:12])[C:7](=[O:13])[C:6]2([CH3:15])[CH3:14]. (4) Given the reactants [CH3:1][CH:2]1[C:11](=[O:12])[CH2:10][CH2:9][C:4]2([O:8][CH2:7][CH2:6][O:5]2)[CH2:3]1.[Li+].[B-](CC)(CC)CC, predict the reaction product. The product is: [CH3:1][C@H:2]1[C@@H:11]([OH:12])[CH2:10][CH2:9][C:4]2([O:5][CH2:6][CH2:7][O:8]2)[CH2:3]1. (5) Given the reactants [Br:1][C:2]1[N:7]=[CH:6][C:5]2[C:8]([C:14]#[CH:15])=[CH:9][N:10]([CH:11]([CH3:13])[CH3:12])[C:4]=2[CH:3]=1.[N:16]([CH2:19][C:20]1[CH:25]=[CH:24][CH:23]=[CH:22][CH:21]=1)=[N+:17]=[N-].C[N:27](C)C=O, predict the reaction product. The product is: [CH2:19]([N:16]1[N:27]=[C:14]([C:8]2[C:5]3[CH:6]=[N:7][C:2]([Br:1])=[CH:3][C:4]=3[N:10]([CH:11]([CH3:12])[CH3:13])[CH:9]=2)[CH:15]=[N:17]1)[C:20]1[CH:25]=[CH:24][CH:23]=[CH:22][CH:21]=1. (6) Given the reactants [OH:1][C:2]1[N:3]=[CH:4][C:5]([C:8](=[O:10])[CH3:9])=[N:6][CH:7]=1.[Br-:11].[Br-].[Br-].[NH+]1C=CC=CC=1.[NH+]1C=CC=CC=1.[NH+]1C=CC=CC=1, predict the reaction product. The product is: [Br:11][CH2:9][C:8]([C:5]1[CH:4]=[N:3][C:2]([OH:1])=[CH:7][N:6]=1)=[O:10]. (7) Given the reactants [CH:1]1([C:4]([C:6]2[CH:15]=[CH:14][C:9]([C:10]([O:12][CH3:13])=[O:11])=[CH:8][CH:7]=2)=[O:5])[CH2:3][CH2:2]1.[CH3:16][Si](C)(C)N[Si](C)(C)C.[Li].IC.[Cl-].[NH4+], predict the reaction product. The product is: [CH3:16][C:1]1([C:4]([C:6]2[CH:7]=[CH:8][C:9]([C:10]([O:12][CH3:13])=[O:11])=[CH:14][CH:15]=2)=[O:5])[CH2:3][CH2:2]1. (8) Given the reactants [F:1][C:2]1[CH:3]=[CH:4][C:5]([NH:8][NH2:9])=[N:6][CH:7]=1.[CH:10]([N:13]1[CH2:17][CH2:16][CH2:15][C@H:14]1[C:18](O)=[O:19])([CH3:12])[CH3:11].C(Cl)CCl.C1C=CC2N(O)N=NC=2C=1.O, predict the reaction product. The product is: [F:1][C:2]1[CH:3]=[CH:4][C:5]([NH:8][NH:9][C:18]([C@@H:14]2[CH2:15][CH2:16][CH2:17][N:13]2[CH:10]([CH3:12])[CH3:11])=[O:19])=[N:6][CH:7]=1.